Dataset: NCI-60 drug combinations with 297,098 pairs across 59 cell lines. Task: Regression. Given two drug SMILES strings and cell line genomic features, predict the synergy score measuring deviation from expected non-interaction effect. Drug 1: C1CCC(C1)C(CC#N)N2C=C(C=N2)C3=C4C=CNC4=NC=N3. Synergy scores: CSS=34.6, Synergy_ZIP=2.27, Synergy_Bliss=1.54, Synergy_Loewe=-36.7, Synergy_HSA=-1.53. Drug 2: C1C(C(OC1N2C=NC(=NC2=O)N)CO)O. Cell line: RPMI-8226.